Dataset: Full USPTO retrosynthesis dataset with 1.9M reactions from patents (1976-2016). Task: Predict the reactants needed to synthesize the given product. (1) The reactants are: S(C1C=CC(C)=CC=1)(O[CH2:5][CH2:6][C:7]1[CH:12]=[CH:11][C:10]([O:13][CH3:14])=[CH:9][CH:8]=1)(=O)=O.C(=O)([O-])[O-].[Na+].[Na+].[I-].[Na+].[N+:30]([C:33]1[CH:46]=[CH:45][C:36]([C:37]([O:39][C@H:40]2[CH2:44][CH2:43][NH:42][CH2:41]2)=[O:38])=[CH:35][CH:34]=1)([O-:32])=[O:31]. Given the product [N+:30]([C:33]1[CH:46]=[CH:45][C:36]([C:37]([O:39][C@H:40]2[CH2:44][CH2:43][N:42]([CH2:5][CH2:6][C:7]3[CH:8]=[CH:9][C:10]([O:13][CH3:14])=[CH:11][CH:12]=3)[CH2:41]2)=[O:38])=[CH:35][CH:34]=1)([O-:32])=[O:31], predict the reactants needed to synthesize it. (2) Given the product [O:1]=[C:2]1[NH:6][CH2:5][CH2:4][N:3]1[C:7]1[CH:8]=[CH:9][C:10]([C:15]([N:17]2[CH2:18][CH2:19][N:20]([C:23]3[C:28]([CH3:29])=[CH:27][C:26]([CH3:30])=[C:25]([CH3:31])[N:24]=3)[CH2:21][CH2:22]2)=[O:16])=[C:11]([CH:14]=1)[C:12]([NH2:13])=[O:35], predict the reactants needed to synthesize it. The reactants are: [O:1]=[C:2]1[NH:6][CH2:5][CH2:4][N:3]1[C:7]1[CH:8]=[CH:9][C:10]([C:15]([N:17]2[CH2:22][CH2:21][N:20]([C:23]3[C:28]([CH3:29])=[CH:27][C:26]([CH3:30])=[C:25]([CH3:31])[N:24]=3)[CH2:19][CH2:18]2)=[O:16])=[C:11]([CH:14]=1)[C:12]#[N:13].FC(F)(F)C(O)=[O:35].S(=O)(=O)(O)O.[OH-].[Na+].